From a dataset of Reaction yield outcomes from USPTO patents with 853,638 reactions. Predict the reaction yield, written as a fraction of the theoretical maximum amount of product (1.0 means a 100% yield; for example, 0.34 means a 34% yield). The reactants are [CH2:1]([C:3]1[C:8](=[O:9])[NH:7][C:6]([CH3:10])=[C:5]([C:11]2[S:15][C:14]([S:16](Cl)(=[O:18])=[O:17])=[CH:13][CH:12]=2)[CH:4]=1)[CH3:2].[F:20][C:21]1[CH:22]=[C:23]([CH:26]=[C:27]([F:29])[CH:28]=1)[CH2:24][NH2:25]. The product is [F:20][C:21]1[CH:22]=[C:23]([CH:26]=[C:27]([F:29])[CH:28]=1)[CH2:24][NH:25][S:16]([C:14]1[S:15][C:11]([C:5]2[CH:4]=[C:3]([CH2:1][CH3:2])[C:8](=[O:9])[NH:7][C:6]=2[CH3:10])=[CH:12][CH:13]=1)(=[O:18])=[O:17]. The yield is 0.260. No catalyst specified.